This data is from Forward reaction prediction with 1.9M reactions from USPTO patents (1976-2016). The task is: Predict the product of the given reaction. (1) Given the reactants [NH:1]1[C:9]2[C:4](=[CH:5][CH:6]=[CH:7][CH:8]=2)[CH:3]=[CH:2]1.[H-].[Na+].[CH3:12][O:13][C:14]1[C:23]2[CH2:22][C@@H:21]([N:24](C)[C:25](=O)C(F)(F)F)[CH2:20][CH2:19][C:18]=2[C:17]([S:32](Cl)(=[O:34])=[O:33])=[CH:16][CH:15]=1, predict the reaction product. The product is: [N:1]1([S:32]([C:17]2[CH:16]=[CH:15][C:14]([O:13][CH3:12])=[C:23]3[C:18]=2[CH2:19][CH2:20][C@H:21]([NH:24][CH3:25])[CH2:22]3)(=[O:34])=[O:33])[C:9]2[C:4](=[CH:5][CH:6]=[CH:7][CH:8]=2)[CH:3]=[CH:2]1. (2) Given the reactants C[O:2][C:3](=[O:18])[CH:4]([C:6]1[CH:11]=[CH:10][C:9]([CH:12]2[CH2:17][CH2:16][NH:15][CH2:14][CH2:13]2)=[CH:8][CH:7]=1)[CH3:5].Br[C:20]1[CH:25]=[CH:24][C:23]([O:26][CH2:27][CH3:28])=[CH:22][CH:21]=1.C(P(C(C)(C)C)C1C=CC=CC=1C1C=CC=CC=1)(C)(C)C, predict the reaction product. The product is: [CH2:27]([O:26][C:23]1[CH:24]=[CH:25][C:20]([N:15]2[CH2:16][CH2:17][CH:12]([C:9]3[CH:10]=[CH:11][C:6]([CH:4]([CH3:5])[C:3]([OH:2])=[O:18])=[CH:7][CH:8]=3)[CH2:13][CH2:14]2)=[CH:21][CH:22]=1)[CH3:28]. (3) Given the reactants C(OC([NH:8][C@@H:9]1[CH2:13][CH2:12][C@H:11]([CH2:14][CH2:15][CH2:16][CH2:17][PH:18](=[O:22])[O:19]CC)[CH2:10]1)=O)(C)(C)C, predict the reaction product. The product is: [NH2:8][C@@H:9]1[CH2:13][CH2:12][C@H:11]([CH2:14][CH2:15][CH2:16][CH2:17][PH:18](=[O:19])[OH:22])[CH2:10]1. (4) Given the reactants O=S1(=O)CCCN1C1C(F)=C(C=C([N+]([O-])=O)C=1)C(OC)=O.Cl[CH2:23][CH2:24][CH2:25][CH2:26][S:27]([NH:30][C:31]1[C:32]([F:44])=[C:33]([CH:38]=[C:39]([N+:41]([O-:43])=[O:42])[CH:40]=1)[C:34]([O:36][CH3:37])=[O:35])(=[O:29])=[O:28], predict the reaction product. The product is: [O:28]=[S:27]1(=[O:29])[CH2:26][CH2:25][CH2:24][CH2:23][N:30]1[C:31]1[C:32]([F:44])=[C:33]([CH:38]=[C:39]([N+:41]([O-:43])=[O:42])[CH:40]=1)[C:34]([O:36][CH3:37])=[O:35]. (5) Given the reactants O[CH2:2][CH:3]([NH:5][C@@H:6]([CH2:9][CH3:10])[CH2:7][OH:8])[CH3:4].OS(O)(=O)=O.[C:16](O[C:16]([O:18][C:19]([CH3:22])([CH3:21])[CH3:20])=[O:17])([O:18][C:19]([CH3:22])([CH3:21])[CH3:20])=[O:17], predict the reaction product. The product is: [CH2:9]([C@H:6]1[CH2:7][O:8][CH2:2][C@H:3]([CH3:4])[N:5]1[C:16]([O:18][C:19]([CH3:22])([CH3:21])[CH3:20])=[O:17])[CH3:10]. (6) The product is: [S:16]([O-:21])([OH:19])(=[O:18])=[O:17].[Br:1][C:2]1[CH:15]=[CH:14][C:13]2[C:4]([N:3]=1)=[C:5]1[C:10]([CH:9]=[CH:8][CH:7]=[N+:6]1[CH3:20])=[CH:11][CH:12]=2. Given the reactants [Br:1][C:2]1[CH:15]=[CH:14][C:13]2[C:4](=[C:5]3[C:10](=[CH:11][CH:12]=2)[CH:9]=[CH:8][CH:7]=[N:6]3)[N:3]=1.[S:16]([O:21]C)([O:19][CH3:20])(=[O:18])=[O:17], predict the reaction product.